Task: Predict the reactants needed to synthesize the given product.. Dataset: Full USPTO retrosynthesis dataset with 1.9M reactions from patents (1976-2016) (1) Given the product [NH2:12][C:13]1[CH:20]=[CH:19][CH:18]=[C:17]([O:11][C@@H:5]2[CH2:6][C@H:7]([CH3:10])[CH2:8][CH2:9][C@H:4]2[CH:1]([CH3:3])[CH3:2])[C:14]=1[C:15]#[N:16], predict the reactants needed to synthesize it. The reactants are: [CH:1]([C@@H:4]1[CH2:9][CH2:8][C@@H:7]([CH3:10])[CH2:6][C@H:5]1[OH:11])([CH3:3])[CH3:2].[NH2:12][C:13]1[CH:20]=[CH:19][CH:18]=[C:17](F)[C:14]=1[C:15]#[N:16]. (2) Given the product [ClH:23].[NH2:1][C:2]1[N:10]=[CH:9][N:8]=[C:7]2[C:3]=1[N:4]=[CH:5][N:6]2[C@H:11]([CH2:15][CH2:16][C:17]1[CH:18]=[CH:19][CH:20]=[CH:21][CH:22]=1)[C@@H:12]([OH:14])[CH3:13], predict the reactants needed to synthesize it. The reactants are: [NH2:1][C:2]1[N:10]=[CH:9][N:8]=[C:7]2[C:3]=1[N:4]=[CH:5][N:6]2[C@H:11]([CH2:15][CH2:16][C:17]1[CH:22]=[CH:21][CH:20]=[CH:19][CH:18]=1)[C@@H:12]([OH:14])[CH3:13].[ClH:23].